This data is from Forward reaction prediction with 1.9M reactions from USPTO patents (1976-2016). The task is: Predict the product of the given reaction. (1) Given the reactants [C:1]([C:4]1[CH:13]([C:14]2[CH:21]=[CH:20][C:17]([C:18]#[N:19])=[CH:16][C:15]=2[C:22]([F:25])([F:24])[F:23])[C:12]2[C:11](=[O:26])[NH:10][CH:9]=[CH:8][C:7]=2[NH:6][C:5]=1[CH3:27])(=[O:3])[CH3:2].ClCCl.F[B-](F)(F)F.[CH2:36]([O+](CC)CC)[CH3:37].CO, predict the reaction product. The product is: [C:1]([C:4]1[CH:13]([C:14]2[CH:21]=[CH:20][C:17]([C:18]#[N:19])=[CH:16][C:15]=2[C:22]([F:25])([F:24])[F:23])[C:12]2[C:7](=[CH:8][CH:9]=[N:10][C:11]=2[O:26][CH2:36][CH3:37])[NH:6][C:5]=1[CH3:27])(=[O:3])[CH3:2]. (2) Given the reactants [F:1][C:2]1([F:12])[O:11][C:10]2[CH:9]=[CH:8][C:6]([NH2:7])=[CH:5][C:4]=2[O:3]1.[N:13]1[N:17]2[C:21](=[O:22])[C:16]3[N:17]([N:13]=[CH:14][CH:15]=3)[C:21](=[O:22])[C:16]2=[CH:15][CH:14]=1, predict the reaction product. The product is: [F:12][C:2]1([F:1])[O:11][C:10]2[CH:9]=[CH:8][C:6]([NH:7][C:21]([C:16]3[CH:15]=[CH:14][NH:13][N:17]=3)=[O:22])=[CH:5][C:4]=2[O:3]1. (3) The product is: [CH2:24]([N:4]([CH2:1][CH:2]=[CH2:3])[C:5]1[C:10]([NH2:11])=[C:9]([NH:14][CH2:15][C:16]2[CH:21]=[CH:20][CH:19]=[CH:18][CH:17]=2)[C:8]([CH3:22])=[C:7]([CH3:23])[N:6]=1)[CH:25]=[CH2:26]. Given the reactants [CH2:1]([N:4]([CH2:24][CH:25]=[CH2:26])[C:5]1[C:10]([N+:11]([O-])=O)=[C:9]([NH:14][CH2:15][C:16]2[CH:21]=[CH:20][CH:19]=[CH:18][CH:17]=2)[C:8]([CH3:22])=[C:7]([CH3:23])[N:6]=1)[CH:2]=[CH2:3].Cl.O.[OH-].[Na+], predict the reaction product. (4) Given the reactants C[Al](C)C.[O:5]([CH2:23][CH2:24][NH:25][CH3:26])[Si:6]([C:19]([CH3:22])([CH3:21])[CH3:20])([C:13]1[CH:18]=[CH:17][CH:16]=[CH:15][CH:14]=1)[C:7]1[CH:12]=[CH:11][CH:10]=[CH:9][CH:8]=1.[C:27]([C:29]1[C:34]2[N:35]=[C:36]([C:38](OCC)=[O:39])[O:37][C:33]=2[C:32]([F:43])=[C:31]([C:44]2[CH:49]=[CH:48][CH:47]=[CH:46][CH:45]=2)[C:30]=1[CH3:50])#[N:28].Cl, predict the reaction product. The product is: [O:5]([CH2:23][CH2:24][N:25]([CH3:26])[C:38]([C:36]1[O:37][C:33]2[C:32]([F:43])=[C:31]([C:44]3[CH:49]=[CH:48][CH:47]=[CH:46][CH:45]=3)[C:30]([CH3:50])=[C:29]([C:27]#[N:28])[C:34]=2[N:35]=1)=[O:39])[Si:6]([C:19]([CH3:20])([CH3:21])[CH3:22])([C:13]1[CH:14]=[CH:15][CH:16]=[CH:17][CH:18]=1)[C:7]1[CH:12]=[CH:11][CH:10]=[CH:9][CH:8]=1. (5) Given the reactants Cl.Cl.[NH:3]1[CH2:6][CH:5]([C:7]2[C:8]([O:28][CH3:29])=[C:9]([CH:15]([N:17]3[C:21]4=[N:22][CH:23]=[N:24][C:25]([NH2:26])=[C:20]4[C:19]([CH3:27])=[N:18]3)[CH3:16])[CH:10]=[C:11]([Cl:14])[C:12]=2[F:13])[CH2:4]1.C(N(CC)CC)C.[CH3:37][C@H:38]1[CH2:40][O:39]1, predict the reaction product. The product is: [NH2:26][C:25]1[N:24]=[CH:23][N:22]=[C:21]2[N:17]([CH:15]([C:9]3[C:8]([O:28][CH3:29])=[C:7]([CH:5]4[CH2:4][N:3]([CH2:37][C@@H:38]([OH:39])[CH3:40])[CH2:6]4)[C:12]([F:13])=[C:11]([Cl:14])[CH:10]=3)[CH3:16])[N:18]=[C:19]([CH3:27])[C:20]=12. (6) Given the reactants Br[C:2]1[CH:25]=[CH:24][C:5]([O:6][CH2:7][C:8]2[N:12]([C:13]3[C:18]([Cl:19])=[CH:17][CH:16]=[CH:15][C:14]=3[Cl:20])[N:11]=[CH:10][C:9]=2[CH:21]([CH3:23])[CH3:22])=[CH:4][C:3]=1[CH3:26].C([Li])CCC.CN(C)[CH:34]=[O:35].[Cl-].[NH4+], predict the reaction product. The product is: [Cl:20][C:14]1[CH:15]=[CH:16][CH:17]=[C:18]([Cl:19])[C:13]=1[N:12]1[C:8]([CH2:7][O:6][C:5]2[CH:24]=[CH:25][C:2]([CH:34]=[O:35])=[C:3]([CH3:26])[CH:4]=2)=[C:9]([CH:21]([CH3:23])[CH3:22])[CH:10]=[N:11]1. (7) Given the reactants [NH:1]1[CH2:6][CH2:5][O:4][CH2:3][CH2:2]1.C(N(CC)CC)C.[N+:14]([C:17]1[CH:22]=[CH:21][C:20]([S:23](Cl)(=[O:25])=[O:24])=[CH:19][CH:18]=1)([O-:16])=[O:15], predict the reaction product. The product is: [N+:14]([C:17]1[CH:18]=[CH:19][C:20]([S:23]([N:1]2[CH2:6][CH2:5][O:4][CH2:3][CH2:2]2)(=[O:25])=[O:24])=[CH:21][CH:22]=1)([O-:16])=[O:15]. (8) Given the reactants CN(C=C(C(=O)C1C=CC=CC=1)[C:6]([NH:8][C:9]1[CH:14]=[CH:13][CH:12]=[CH:11][CH:10]=1)=O)C.[C:23]([CH2:31][C:32]([NH:34][C:35]1[CH:40]=[CH:39][CH:38]=[CH:37][CH:36]=1)=[O:33])(=[O:30])[C:24]1[CH:29]=[CH:28][CH:27]=[CH:26][CH:25]=1.COC([O:47][CH3:48])N(C)C.[CH2:49](Cl)Cl, predict the reaction product. The product is: [CH2:48]([O:47][C:12]1[CH:11]=[CH:10][C:9]([NH:8][CH:6]=[C:31]([C:23](=[O:30])[C:24]2[CH:25]=[CH:26][CH:27]=[CH:28][CH:29]=2)[C:32]([NH:34][C:35]2[CH:40]=[CH:39][CH:38]=[CH:37][CH:36]=2)=[O:33])=[CH:14][CH:13]=1)[CH3:49]. (9) Given the reactants [F:1][C:2]1[CH:7]=[CH:6][C:5]([C:8]2([CH2:14][CH2:15][C:16]3[O:20][N:19]=[C:18]4[C:21]5[C:26]([CH2:27][CH2:28][C:17]=34)=[CH:25][C:24]([CH:29]=O)=[CH:23][CH:22]=5)[CH2:13][CH2:12][CH2:11][CH2:10][CH2:9]2)=[CH:4][CH:3]=1.[NH:31]1[CH2:34][CH:33]([C:35]([OH:37])=[O:36])[CH2:32]1.C([BH3-])#N.[Na+], predict the reaction product. The product is: [F:1][C:2]1[CH:7]=[CH:6][C:5]([C:8]2([CH2:14][CH2:15][C:16]3[O:20][N:19]=[C:18]4[C:21]5[C:26]([CH2:27][CH2:28][C:17]=34)=[CH:25][C:24]([CH2:29][N:31]3[CH2:34][CH:33]([C:35]([OH:37])=[O:36])[CH2:32]3)=[CH:23][CH:22]=5)[CH2:13][CH2:12][CH2:11][CH2:10][CH2:9]2)=[CH:4][CH:3]=1.